This data is from Catalyst prediction with 721,799 reactions and 888 catalyst types from USPTO. The task is: Predict which catalyst facilitates the given reaction. (1) Reactant: [C:1]([NH:4][C@H:5]1[C@H:14]([C@@H:15]([C@@H:17]([CH2:19][OH:20])[OH:18])[OH:16])[O:13][C:8]([OH:12])([C:9](=[O:11])[OH:10])[CH2:7][C@@H:6]1[OH:21])(=[O:3])[CH3:2].[C:22](Cl)(=O)[CH3:23]. Product: [C:1]([NH:4][C@H:5]1[C@H:14]([C@@H:15]([C@@H:17]([CH2:19][OH:20])[OH:18])[OH:16])[O:13][C:8]([OH:12])([C:9](=[O:10])[O:11][CH2:22][CH3:23])[CH2:7][C@@H:6]1[OH:21])(=[O:3])[CH3:2]. The catalyst class is: 8. (2) Reactant: [H-].[Na+].[C:3]1([C:9]([OH:12])([CH3:11])[CH3:10])[CH:8]=[CH:7][CH:6]=[CH:5][CH:4]=1.[Cl:13][C:14]([Cl:18])([Cl:17])[C:15]#[N:16].CO. Product: [Cl:13][C:14]([Cl:18])([Cl:17])[C:15](=[NH:16])[O:12][C:9]([C:3]1[CH:8]=[CH:7][CH:6]=[CH:5][CH:4]=1)([CH3:11])[CH3:10]. The catalyst class is: 27. (3) Reactant: [CH2:1]([O:3]/[CH:4]=[CH:5]/[C:6]1[C:11]([C:12]([O:14]CC)=O)=[N:10][CH:9]=[C:8]2[N:17]([CH2:20][C:21]3[CH:26]=[CH:25][C:24]([F:27])=[CH:23][CH:22]=3)[CH:18]=[CH:19][C:7]=12)[CH3:2].[NH2:28][OH:29].[OH-].[Na+].Cl. Product: [CH2:1]([O:3]/[CH:4]=[CH:5]/[C:6]1[C:11]([C:12]([NH:28][OH:29])=[O:14])=[N:10][CH:9]=[C:8]2[N:17]([CH2:20][C:21]3[CH:22]=[CH:23][C:24]([F:27])=[CH:25][CH:26]=3)[CH:18]=[CH:19][C:7]=12)[CH3:2]. The catalyst class is: 5. (4) Reactant: Cl[C:2]1[N:7]=[C:6]([C:8]2[S:12][C:11]([CH:13]3[CH2:18][CH2:17][N:16]([C:19]([O:21][C:22]([CH3:25])([CH3:24])[CH3:23])=[O:20])[CH2:15][CH2:14]3)=[N:10][C:9]=2[C:26]2[CH:31]=[CH:30][CH:29]=[C:28]([NH:32][S:33]([C:36]3[CH:40]=[CH:39][O:38][CH:37]=3)(=[O:35])=[O:34])[C:27]=2[F:41])[CH:5]=[CH:4][N:3]=1.[CH3:42][Zn]C. Product: [F:41][C:27]1[C:28]([NH:32][S:33]([C:36]2[CH:40]=[CH:39][O:38][CH:37]=2)(=[O:35])=[O:34])=[CH:29][CH:30]=[CH:31][C:26]=1[C:9]1[N:10]=[C:11]([CH:13]2[CH2:18][CH2:17][N:16]([C:19]([O:21][C:22]([CH3:25])([CH3:24])[CH3:23])=[O:20])[CH2:15][CH2:14]2)[S:12][C:8]=1[C:6]1[CH:5]=[CH:4][N:3]=[C:2]([CH3:42])[N:7]=1. The catalyst class is: 819. (5) Reactant: C(OC([N:8]1[CH2:13][CH2:12][C:11]2[NH:14][N:15]=[C:16]([C:17]3[NH:21][C:20]4[CH:22]=[C:23]([CH3:27])[C:24]([CH3:26])=[CH:25][C:19]=4[N:18]=3)[C:10]=2[CH2:9]1)=O)(C)(C)C.Cl. Product: [CH3:26][C:24]1[C:23]([CH3:27])=[CH:22][C:20]2[NH:21][C:17]([C:16]3[C:10]4[CH2:9][NH:8][CH2:13][CH2:12][C:11]=4[NH:14][N:15]=3)=[N:18][C:19]=2[CH:25]=1. The catalyst class is: 71. (6) Reactant: [CH3:1][C:2]1[C:3]([N:8]([CH2:26][O:27][CH2:28][CH2:29][O:30][CH3:31])[S:9]([C:12]2[S:13][C:14]([CH3:25])=[CH:15][C:16]=2[C:17]2[CH:22]=[CH:21][C:20](CO)=[CH:19][CH:18]=2)(=[O:11])=[O:10])=[N:4][O:5][C:6]=1[CH3:7].[CH2:32](N(C(C)C)C(C)C)C.[CH3:41][S:42](Cl)(=[O:44])=[O:43]. Product: [CH3:1][C:2]1[C:3]([N:8]([CH2:26][O:27][CH2:28][CH2:29][O:30][CH3:31])[S:9]([C:12]2[S:13][C:14]([CH3:25])=[CH:15][C:16]=2[C:17]2[CH:18]=[CH:19][C:20]([S:42]([CH3:41])(=[O:44])=[O:43])=[CH:21][C:22]=2[CH3:32])(=[O:10])=[O:11])=[N:4][O:5][C:6]=1[CH3:7]. The catalyst class is: 4. (7) Reactant: [CH3:1][N:2]([CH3:14])[C:3]([C:5]1[N:10]=[C:9]2[CH2:11][CH2:12][NH:13][C:8]2=[CH:7][CH:6]=1)=[O:4].Cl[C:16]1[N:21]=[CH:20][N:19]=[C:18]([O:22][CH:23]2[CH2:28][CH2:27][N:26]([C:29]([O:31][C:32]3([CH3:35])[CH2:34][CH2:33]3)=[O:30])[CH2:25][CH2:24]2)[CH:17]=1. Product: [CH3:1][N:2]([CH3:14])[C:3]([C:5]1[N:10]=[C:9]2[CH2:11][CH2:12][N:13]([C:16]3[N:21]=[CH:20][N:19]=[C:18]([O:22][CH:23]4[CH2:28][CH2:27][N:26]([C:29]([O:31][C:32]5([CH3:35])[CH2:34][CH2:33]5)=[O:30])[CH2:25][CH2:24]4)[CH:17]=3)[C:8]2=[CH:7][CH:6]=1)=[O:4]. The catalyst class is: 16. (8) Reactant: [Cl:1][C:2]1[CH:29]=[CH:28][CH:27]=[C:26]([C:30]([F:33])([F:32])[F:31])[C:3]=1[C:4]([N:6]1[C:14]2[C:9](=[C:10]([F:15])[CH:11]=[CH:12][CH:13]=2)[C:8]([C:16]2[CH:24]=[CH:23][C:19]([C:20]([OH:22])=[O:21])=[C:18]([OH:25])[CH:17]=2)=[N:7]1)=[O:5].[CH3:34][C:35](OC(C)=O)=[O:36].[Mg+2].[I-].[I-]. Product: [C:35]([O:25][C:18]1[CH:17]=[C:16]([C:8]2[C:9]3[C:14](=[CH:13][CH:12]=[CH:11][C:10]=3[F:15])[N:6]([C:4](=[O:5])[C:3]3[C:26]([C:30]([F:32])([F:31])[F:33])=[CH:27][CH:28]=[CH:29][C:2]=3[Cl:1])[N:7]=2)[CH:24]=[CH:23][C:19]=1[C:20]([OH:22])=[O:21])(=[O:36])[CH3:34]. The catalyst class is: 27. (9) Reactant: [Cl:1][C:2]1[CH:9]=[CH:8][C:5]([CH:6]=O)=[CH:4][C:3]=1[N+:10]([O-:12])=[O:11].C([O-])(=O)C.[NH4+].[N+:18]([CH3:21])([O-:20])=[O:19]. Product: [Cl:1][C:2]1[CH:9]=[CH:8][C:5]([CH:6]=[CH:21][N+:18]([O-:20])=[O:19])=[CH:4][C:3]=1[N+:10]([O-:12])=[O:11]. The catalyst class is: 15. (10) Reactant: [Br:1][C:2]1[CH:3]=[N:4][C:5]2[C:6]3[N:14]([CH2:15][C:16]4([OH:21])[CH2:20][CH2:19][CH2:18][CH2:17]4)[C:13]([CH2:22][O:23][CH2:24][CH3:25])=[N:12][C:7]=3[CH:8]=[N:9][C:10]=2[CH:11]=1.C1C=C(Cl)C=C(C(OO)=O)C=1.[OH-].[NH4+:38].C1(C)C=CC(S(Cl)(=O)=O)=CC=1. Product: [NH2:38][C:8]1[C:7]2[N:12]=[C:13]([CH2:22][O:23][CH2:24][CH3:25])[N:14]([CH2:15][C:16]3([OH:21])[CH2:20][CH2:19][CH2:18][CH2:17]3)[C:6]=2[C:5]2[N:4]=[CH:3][C:2]([Br:1])=[CH:11][C:10]=2[N:9]=1. The catalyst class is: 22.